Dataset: Full USPTO retrosynthesis dataset with 1.9M reactions from patents (1976-2016). Task: Predict the reactants needed to synthesize the given product. (1) Given the product [CH3:1][C:2]1[NH:3][CH:4]=[C:5]([CH3:7])[C:6]=1[CH2:18][C:17]1[CH:20]=[CH:21][CH:22]=[CH:23][C:16]=1[S:13]([N:8]1[CH2:12][CH2:11][CH2:10][CH2:9]1)(=[O:14])=[O:15].[CH3:7][C:5]1[CH:6]=[C:2]([CH3:1])[NH:3][C:4]=1[CH2:18][C:17]1[CH:20]=[CH:21][CH:22]=[CH:23][C:16]=1[S:13]([N:8]1[CH2:12][CH2:11][CH2:10][CH2:9]1)(=[O:14])=[O:15], predict the reactants needed to synthesize it. The reactants are: [CH3:1][C:2]1[NH:3][CH:4]=[C:5]([CH3:7])[CH:6]=1.[N:8]1([S:13]([C:16]2[CH:23]=[CH:22][CH:21]=[CH:20][C:17]=2[CH:18]=O)(=[O:15])=[O:14])[CH2:12][CH2:11][CH2:10][CH2:9]1.[OH-].[Na+].C(O)(C(F)(F)F)=O.C([SiH](CC)CC)C.C(=O)(O)[O-].[Na+]. (2) Given the product [NH2:9][C:10]1[NH:11][N:12]([C:21]2[C:22]([Cl:29])=[CH:23][C:24]([Cl:28])=[CH:25][C:26]=2[Cl:27])[C:13](=[O:20])[C:14]=1[N:15]1[CH:19]=[CH:18][CH:17]=[N:16]1, predict the reactants needed to synthesize it. The reactants are: C([NH:9][C:10]1[NH:11][N:12]([C:21]2[C:26]([Cl:27])=[CH:25][C:24]([Cl:28])=[CH:23][C:22]=2[Cl:29])[C:13](=[O:20])[C:14]=1[N:15]1[CH:19]=[CH:18][CH:17]=[N:16]1)(=O)C1C=CC=CC=1.O.O.O.O.O.O.O.O.[OH-].[Ba+2].[OH-].[OH-].[Na+].Cl. (3) Given the product [Si:1]([O:18][CH2:19][C:20]1[C:25]([N:26]2[CH2:31][C@H:30]([CH3:32])[O:29][C@H:28]([CH3:33])[CH2:27]2)=[C:24]([Cl:34])[C:23]([F:35])=[C:22]([CH:41]([C:37]2[S:36][CH:40]=[CH:39][N:38]=2)[OH:42])[CH:21]=1)([C:14]([CH3:16])([CH3:17])[CH3:15])([C:2]1[CH:7]=[CH:6][CH:5]=[CH:4][CH:3]=1)[C:8]1[CH:13]=[CH:12][CH:11]=[CH:10][CH:9]=1, predict the reactants needed to synthesize it. The reactants are: [Si:1]([O:18][CH2:19][C:20]1[C:25]([N:26]2[CH2:31][C@H:30]([CH3:32])[O:29][C@H:28]([CH3:33])[CH2:27]2)=[C:24]([Cl:34])[C:23]([F:35])=[CH:22][CH:21]=1)([C:14]([CH3:17])([CH3:16])[CH3:15])([C:8]1[CH:13]=[CH:12][CH:11]=[CH:10][CH:9]=1)[C:2]1[CH:7]=[CH:6][CH:5]=[CH:4][CH:3]=1.[S:36]1[CH:40]=[CH:39][N:38]=[C:37]1[CH:41]=[O:42].[Li]N1C(C)(C)CCCC1(C)C.